Dataset: Catalyst prediction with 721,799 reactions and 888 catalyst types from USPTO. Task: Predict which catalyst facilitates the given reaction. (1) Reactant: [CH2:1]([O:3][C:4](=[O:10])[CH2:5][S:6]([CH3:9])(=[NH:8])=[O:7])[CH3:2].[I:11][C:12]1[C:13]([NH2:21])=[N:14][CH:15]=[C:16]([CH:20]=1)[C:17](O)=[O:18].C(NC(C)C)(C)C.F[P-](F)(F)(F)(F)F.N1(O[P+](N(C)C)(N(C)C)N(C)C)C2C=CC=CC=2N=N1. Product: [NH2:21][C:13]1[N:14]=[CH:15][C:16]([C:17]([N:8]=[S:6]([CH2:5][C:4]([O:3][CH2:1][CH3:2])=[O:10])([CH3:9])=[O:7])=[O:18])=[CH:20][C:12]=1[I:11]. The catalyst class is: 3. (2) Reactant: N1C=CC=CC=1.[OH-].[K+].[Br:9][C:10]1[C:15]([F:16])=[CH:14][C:13]([S:17](Cl)(=[O:19])=[O:18])=[C:12]([F:21])[CH:11]=1.[CH3:22][C:23]1[CH:24]=[C:25]([CH:27]=[C:28]([CH3:37])[C:29]=1[S:30]([CH2:33][N+:34]([O-:36])=[O:35])(=[O:32])=[O:31])[NH2:26]. Product: [Br:9][C:10]1[C:15]([F:16])=[CH:14][C:13]([S:17]([NH:26][C:25]2[CH:24]=[C:23]([CH3:22])[C:29]([S:30]([CH2:33][N+:34]([O-:36])=[O:35])(=[O:32])=[O:31])=[C:28]([CH3:37])[CH:27]=2)(=[O:19])=[O:18])=[C:12]([F:21])[CH:11]=1. The catalyst class is: 30. (3) The catalyst class is: 13. Product: [CH2:22]([O:24][C:25](=[O:31])/[CH:26]=[CH:27]/[C:28]([N:7]1[C:6]2[CH:14]=[C:2]([Cl:1])[CH:3]=[C:4]([CH3:15])[C:5]=2[O:10][CH:9]([CH:11]([CH3:12])[CH3:13])[CH2:8]1)=[O:29])[CH3:23]. Reactant: [Cl:1][C:2]1[CH:3]=[C:4]([CH3:15])[C:5]2[O:10][CH:9]([CH:11]([CH3:13])[CH3:12])[CH2:8][NH:7][C:6]=2[CH:14]=1.N1C=CC=CC=1.[CH2:22]([O:24][C:25](=[O:31])/[CH:26]=[CH:27]/[C:28](Cl)=[O:29])[CH3:23]. (4) Reactant: [C:1]([N:4]1[CH2:9][CH2:8][N:7]([CH2:10][C:11]2[CH:12]=[C:13]([NH:18]C(=O)OC(C)(C)C)[CH:14]=[C:15]([CH3:17])[CH:16]=2)[CH2:6][CH2:5]1)(=[O:3])[CH3:2].C(O)(C(F)(F)F)=O. Product: [C:1]([N:4]1[CH2:9][CH2:8][N:7]([CH2:10][C:11]2[CH:12]=[C:13]([CH:14]=[C:15]([CH3:17])[CH:16]=2)[NH2:18])[CH2:6][CH2:5]1)(=[O:3])[CH3:2]. The catalyst class is: 2. (5) Reactant: Cl.[NH2:2][C:3]1[S:7][N:6]=[CH:5][N:4]=1.C(N(CC)CC)C.[C:15](O[C:15]([O:17][C:18]([CH3:21])([CH3:20])[CH3:19])=[O:16])([O:17][C:18]([CH3:21])([CH3:20])[CH3:19])=[O:16]. Product: [C:18]([O:17][C:15]([NH:2][C:3]1[S:7][N:6]=[CH:5][N:4]=1)=[O:16])([CH3:21])([CH3:20])[CH3:19]. The catalyst class is: 4. (6) Reactant: [CH3:1][O:2][C:3](=[O:20])[C:4]1[CH:9]=[CH:8][CH:7]=[CH:6][C:5]=1[N:10]1[C:14]2[CH:15]=[CH:16][CH:17]=[CH:18][C:13]=2[NH:12][C:11]1=[O:19].[I-].[CH3:22][N:23]1[C:31]2[C:26](=[C:27]([CH3:32])[CH:28]=[CH:29][CH:30]=2)[C:25]([CH2:33][N+](C)(C)C)=[CH:24]1.C([O-])([O-])=O.[K+].[K+].O. Product: [CH3:1][O:2][C:3](=[O:20])[C:4]1[CH:9]=[CH:8][CH:7]=[CH:6][C:5]=1[N:10]1[C:14]2[CH:15]=[CH:16][CH:17]=[CH:18][C:13]=2[N:12]([CH2:33][C:25]2[C:26]3[C:31](=[CH:30][CH:29]=[CH:28][C:27]=3[CH3:32])[N:23]([CH3:22])[CH:24]=2)[C:11]1=[O:19]. The catalyst class is: 3.